Dataset: Forward reaction prediction with 1.9M reactions from USPTO patents (1976-2016). Task: Predict the product of the given reaction. (1) Given the reactants [C:1]([O:5][CH2:6][CH2:7][CH2:8][CH2:9][CH2:10][CH:11]([CH3:13])[CH3:12])(=[O:4])[CH:2]=[CH2:3].[C:14]([NH2:18])(=[O:17])[CH:15]=[CH2:16].C(OOC(=O)C1C=CC=CC=1)(=O)C1C=CC=CC=1.CO, predict the reaction product. The product is: [CH2:6]([O:5][C:1](=[O:4])[CH:2]=[CH2:3])[CH2:7][CH2:8][CH2:9][CH2:10][CH:11]([CH3:13])[CH3:12].[C:14]([NH2:18])(=[O:17])[CH:15]=[CH2:16]. (2) Given the reactants [F:1][C:2]1[CH:7]=[CH:6][C:5]([CH:8]([C:14]2[CH:19]=[CH:18][C:17]([F:20])=[CH:16][CH:15]=2)[S:9][CH2:10][C:11]([OH:13])=O)=[CH:4][CH:3]=1.[CH2:21]([NH2:25])[CH2:22][CH2:23][CH3:24], predict the reaction product. The product is: [F:20][C:17]1[CH:18]=[CH:19][C:14]([CH:8]([C:5]2[CH:4]=[CH:3][C:2]([F:1])=[CH:7][CH:6]=2)[S:9][CH2:10][C:11]([NH:25][CH2:21][CH2:22][CH2:23][CH3:24])=[O:13])=[CH:15][CH:16]=1.